From a dataset of Catalyst prediction with 721,799 reactions and 888 catalyst types from USPTO. Predict which catalyst facilitates the given reaction. (1) Reactant: [C:1]([O:5][C:6](=[O:29])[C:7]([O:10]/[N:11]=[C:12](/[C:16]1[N:17]=[C:18]([NH:21][C:22]([O:24][C:25]([CH3:28])([CH3:27])[CH3:26])=[O:23])[S:19][CH:20]=1)\[C:13](O)=[O:14])([CH3:9])[CH3:8])([CH3:4])([CH3:3])[CH3:2].[NH2:30][C@H:31]1[C@@H:34]([CH2:35][N:36]2[CH:40]=[N:39][C:38]([CH3:41])=[N:37]2)[NH:33][C:32]1=[O:42].CCN=C=NCCCN(C)C.Cl.N1C=CC=CC=1.C1C=CC2N(O)N=NC=2C=1.CCN(C(C)C)C(C)C. Product: [C:25]([O:24][C:22]([NH:21][C:18]1[S:19][CH:20]=[C:16](/[C:12](=[N:11]/[O:10][C:7]([CH3:9])([CH3:8])[C:6]([O:5][C:1]([CH3:4])([CH3:3])[CH3:2])=[O:29])/[C:13]([NH:30][C@@H:31]2[C:32](=[O:42])[NH:33][C@@H:34]2[CH2:35][N:36]2[CH:40]=[N:39][C:38]([CH3:41])=[N:37]2)=[O:14])[N:17]=1)=[O:23])([CH3:28])([CH3:27])[CH3:26]. The catalyst class is: 3. (2) Reactant: [F:1][C:2]1[C:3]2[C:4]3[C@H:18]4[N:14]([CH2:15][CH2:16][CH2:17]4)[CH2:13][CH2:12][C:5]=3[NH:6][C:7]=2[CH:8]=[CH:9][C:10]=1[CH3:11].[H-].[Na+].[CH3:21][C:22]1([C:25]2[CH:26]=[N:27][CH:28]=[CH:29][CH:30]=2)[CH2:24][O:23]1. Product: [F:1][C:2]1[C:3]2[C:4]3[C@H:18]4[N:14]([CH2:15][CH2:16][CH2:17]4)[CH2:13][CH2:12][C:5]=3[N:6]([CH2:21][C@@:22]([C:25]3[CH:26]=[N:27][CH:28]=[CH:29][CH:30]=3)([OH:23])[CH3:24])[C:7]=2[CH:8]=[CH:9][C:10]=1[CH3:11]. The catalyst class is: 3. (3) Reactant: Cl.[NH2:2][C@@H:3]1[CH2:12][CH2:11][CH2:10][C:9]2[C:8]([C:13]3[N:17]=[C:16]([C:18]4[CH:19]=[CH:20][C:21]([O:26][CH:27]([CH3:29])[CH3:28])=[C:22]([CH:25]=4)[C:23]#[N:24])[O:15][N:14]=3)=[CH:7][CH:6]=[CH:5][C:4]1=2.[C:30](Cl)(=[O:32])[CH3:31].CCN(CC)CC. Product: [C:23]([C:22]1[CH:25]=[C:18]([C:16]2[O:15][N:14]=[C:13]([C:8]3[CH:7]=[CH:6][CH:5]=[C:4]4[C:9]=3[CH2:10][CH2:11][CH2:12][C@H:3]4[NH:2][C:30](=[O:32])[CH3:31])[N:17]=2)[CH:19]=[CH:20][C:21]=1[O:26][CH:27]([CH3:29])[CH3:28])#[N:24]. The catalyst class is: 2. (4) Reactant: [C:1]([C:4]1[CH:5]=[C:6]([C:21]2[C:22]([CH3:27])=[N:23][O:24][C:25]=2[CH3:26])[C:7]([F:20])=[C:8]2[C:16]=1[NH:15][C:14]1[CH:13]=[C:12]([C:17](O)=[O:18])[CH:11]=[CH:10][C:9]2=1)(=[O:3])[NH2:2].CN(C(ON1N=NC2C=CC(=CC1=2)Cl)=[N+](C)C)C.F[P-](F)(F)(F)(F)F.[CH3:53][C@H:54]1[O:59][C@@H:58]([CH3:60])[CH2:57][NH:56][CH2:55]1.[Li+].[Cl-]. Product: [CH3:27][C:22]1[C:21]([C:6]2[CH:5]=[C:4]([C:1]([NH2:2])=[O:3])[C:16]3[NH:15][C:14]4[C:9]([C:8]=3[C:7]=2[F:20])=[CH:10][CH:11]=[C:12]([C:17]([N:56]2[CH2:55][C@H:54]([CH3:53])[O:59][C@H:58]([CH3:60])[CH2:57]2)=[O:18])[CH:13]=4)=[C:25]([CH3:26])[O:24][N:23]=1. The catalyst class is: 239.